From a dataset of Forward reaction prediction with 1.9M reactions from USPTO patents (1976-2016). Predict the product of the given reaction. (1) Given the reactants [C:1]([NH:4][C:5]1[CH:10]=[CH:9][C:8]([NH2:11])=[CH:7][N:6]=1)(=[O:3])[CH3:2].[N+:12]([C:15]1[CH:16]=[C:17]([CH:21]=[CH:22][CH:23]=1)[C:18](O)=[O:19])([O-:14])=[O:13].CCN(C(C)C)C(C)C.CN(C(ON1N=NC2C=CC=NC1=2)=[N+](C)C)C.F[P-](F)(F)(F)(F)F, predict the reaction product. The product is: [C:1]([NH:4][C:5]1[N:6]=[CH:7][C:8]([NH:11][C:18](=[O:19])[C:17]2[CH:21]=[CH:22][CH:23]=[C:15]([N+:12]([O-:14])=[O:13])[CH:16]=2)=[CH:9][CH:10]=1)(=[O:3])[CH3:2]. (2) Given the reactants C(NC(C)C)(C)C.[Li].C[Li].C(OCC)C.C(NC(C)C)(C)C.[S:23]([NH:33][C@@H:34]1[CH2:39][O:38][C:36](=[O:37])[CH2:35]1)([C:26]1[CH:32]=[CH:31][C:29]([CH3:30])=[CH:28][CH:27]=1)(=[O:25])=[O:24].[CH2:40](Br)[C:41]1[CH:46]=[CH:45][CH:44]=[CH:43][CH:42]=1, predict the reaction product. The product is: [CH2:40]([C@H:35]1[C@H:34]([NH:33][S:23]([C:26]2[CH:27]=[CH:28][C:29]([CH3:30])=[CH:31][CH:32]=2)(=[O:25])=[O:24])[CH2:39][O:38][C:36]1=[O:37])[C:41]1[CH:46]=[CH:45][CH:44]=[CH:43][CH:42]=1. (3) Given the reactants [OH:1][C:2]([C:8]1[CH:13]=[CH:12][C:11]([O:14][C:15]2[CH:20]=[CH:19][CH:18]=[CH:17][CH:16]=2)=[CH:10][CH:9]=1)=[C:3]([C:6]#[N:7])[C:4]#[N:5].[C:21]([O-])(O)=O.[Na+].S(OC)(OC)(=O)=O, predict the reaction product. The product is: [CH3:21][O:1][C:2]([C:8]1[CH:13]=[CH:12][C:11]([O:14][C:15]2[CH:20]=[CH:19][CH:18]=[CH:17][CH:16]=2)=[CH:10][CH:9]=1)=[C:3]([C:4]#[N:5])[C:6]#[N:7].